Dataset: Reaction yield outcomes from USPTO patents with 853,638 reactions. Task: Predict the reaction yield, written as a fraction of the theoretical maximum amount of product (1.0 means a 100% yield; for example, 0.34 means a 34% yield). The reactants are [C:1]([O:5][C:6]([NH:8][CH:9]([CH3:13])[C:10]([OH:12])=O)=[O:7])([CH3:4])([CH3:3])[CH3:2].C1C=CC2N(O)N=NC=2C=1.CN1C(=O)CCC1.CCN=C=NCCCN(C)C.[NH:42]1[CH2:47][CH2:46][S:45][CH2:44][CH2:43]1. The catalyst is C(Cl)Cl. The product is [C:1]([O:5][C:6](=[O:7])[NH:8][CH:9]([CH3:13])[C:10](=[O:12])[N:42]1[CH2:47][CH2:46][S:45][CH2:44][CH2:43]1)([CH3:2])([CH3:3])[CH3:4]. The yield is 0.980.